Dataset: Forward reaction prediction with 1.9M reactions from USPTO patents (1976-2016). Task: Predict the product of the given reaction. Given the reactants [Cl:1][C:2]1[CH:7]=[CH:6][C:5]([N:8]2[CH2:13][CH2:12][N:11]([C:14]3[CH:15]=[C:16]([CH:20]4[C:29]([CH3:31])([CH3:30])[CH2:28][C:27]5[C:22](=[CH:23][CH:24]=[C:25]([C:32](O)=[O:33])[CH:26]=5)[NH:21]4)[CH:17]=[CH:18][CH:19]=3)[CH2:10][CH2:9]2)=[CH:4][CH:3]=1.[CH3:35][S:36]([NH2:39])(=[O:38])=[O:37], predict the reaction product. The product is: [Cl:1][C:2]1[CH:7]=[CH:6][C:5]([N:8]2[CH2:9][CH2:10][N:11]([C:14]3[CH:15]=[C:16]([CH:20]4[C:29]([CH3:30])([CH3:31])[CH2:28][C:27]5[C:22](=[CH:23][CH:24]=[C:25]([C:32]([NH:39][S:36]([CH3:35])(=[O:38])=[O:37])=[O:33])[CH:26]=5)[NH:21]4)[CH:17]=[CH:18][CH:19]=3)[CH2:12][CH2:13]2)=[CH:4][CH:3]=1.